Task: Predict which catalyst facilitates the given reaction.. Dataset: Catalyst prediction with 721,799 reactions and 888 catalyst types from USPTO (1) The catalyst class is: 4. Reactant: [Cl:1][C:2]1[CH:3]=[N+:4]([O-:31])[CH:5]=[C:6]([Cl:30])[C:7]=1[CH2:8][C@H:9]([O:20][C:21]([C:23]1[S:24][C:25]([CH:28]=O)=[CH:26][CH:27]=1)=[O:22])[C:10]1[CH:15]=[CH:14][C:13]([O:16][CH3:17])=[C:12]([O:18][CH3:19])[CH:11]=1.[NH2:32][CH:33]([C:46]1[CH:51]=[CH:50][CH:49]=[CH:48][CH:47]=1)[C:34]([O:36][CH:37]1[CH2:43][CH:42]2[N:44]([CH3:45])[CH:39]([CH2:40][CH2:41]2)[CH2:38]1)=[O:35].C(O)(=O)C.C(O[BH-](OC(=O)C)OC(=O)C)(=O)C.[Na+]. Product: [Cl:30][C:6]1[CH:5]=[N+:4]([O-:31])[CH:3]=[C:2]([Cl:1])[C:7]=1[CH2:8][C@H:9]([O:20][C:21]([C:23]1[S:24][C:25]([CH2:28][NH:32][CH:33]([C:46]2[CH:47]=[CH:48][CH:49]=[CH:50][CH:51]=2)[C:34]([O:36][CH:37]2[CH2:38][CH:39]3[N:44]([CH3:45])[CH:42]([CH2:41][CH2:40]3)[CH2:43]2)=[O:35])=[CH:26][CH:27]=1)=[O:22])[C:10]1[CH:15]=[CH:14][C:13]([O:16][CH3:17])=[C:12]([O:18][CH3:19])[CH:11]=1. (2) Product: [F:1][C:2]1[C:7]([S:8]([CH3:11])(=[O:10])=[O:9])=[CH:6][CH:5]=[CH:4][C:3]=1[CH:12]1[CH2:13][CH2:14][N:15]([C:18]([O:20][CH3:21])=[O:19])[CH2:16][CH2:17]1. Reactant: [F:1][C:2]1[C:7]([S:8]([CH3:11])(=[O:10])=[O:9])=[CH:6][CH:5]=[CH:4][C:3]=1[C:12]1[CH2:13][CH2:14][N:15]([C:18]([O:20][CH3:21])=[O:19])[CH2:16][CH:17]=1.Cl. The catalyst class is: 45. (3) Reactant: [CH2:1]([O:3][C:4]([C:6]1[NH:7][C:8]([CH3:21])=[C:9]([C:12]2[CH:17]=[CH:16][C:15]([C:18]([OH:20])=O)=[CH:14][CH:13]=2)[C:10]=1[CH3:11])=[O:5])[CH3:2].C(Cl)(=O)C(Cl)=O.[NH2:28][C:29]1[CH:36]=[CH:35][C:32]([C:33]#[N:34])=[CH:31][CH:30]=1. Product: [CH2:1]([O:3][C:4]([C:6]1[NH:7][C:8]([CH3:21])=[C:9]([C:12]2[CH:13]=[CH:14][C:15]([C:18](=[O:20])[NH:28][C:29]3[CH:36]=[CH:35][C:32]([C:33]#[N:34])=[CH:31][CH:30]=3)=[CH:16][CH:17]=2)[C:10]=1[CH3:11])=[O:5])[CH3:2]. The catalyst class is: 85. (4) Reactant: C(O)(=O)C.[C:5]1([C:15]2[CH:20]=[CH:19][CH:18]=[CH:17][CH:16]=2)[CH:10]=[CH:9][CH:8]=[CH:7][C:6]=1[CH2:11][C:12]([NH2:14])=[NH:13].C[O:22][C:23](=O)/[C:24](/[O:34][CH2:35][C:36]1[CH:41]=[CH:40][CH:39]=[CH:38][CH:37]=1)=[C:25](\O)/[C:26]([O:28][C:29]([CH3:32])([CH3:31])[CH3:30])=[O:27].C[O-].[Na+]. Product: [C:29]([O:28][C:26]([C:25]1[C:24]([O:34][CH2:35][C:36]2[CH:41]=[CH:40][CH:39]=[CH:38][CH:37]=2)=[C:23]([OH:22])[N:14]=[C:12]([CH2:11][C:6]2[CH:7]=[CH:8][CH:9]=[CH:10][C:5]=2[C:15]2[CH:16]=[CH:17][CH:18]=[CH:19][CH:20]=2)[N:13]=1)=[O:27])([CH3:32])([CH3:30])[CH3:31]. The catalyst class is: 5. (5) Reactant: [C:1]([C:3]1[CH:23]=[CH:22][C:6]([C:7]([NH:9][CH2:10][C:11]2[CH:21]=[CH:20][C:14]([O:15][CH2:16][C:17]([OH:19])=O)=[CH:13][CH:12]=2)=[O:8])=[CH:5][CH:4]=1)#[N:2].C1C=CC2N(O)N=NC=2C=1.CCN=C=NCCCN(C)C.[CH3:45][C:46]1([CH3:54])[O:53][CH:49]2[CH2:50][NH:51][CH2:52][CH:48]2[O:47]1.CCN(C(C)C)C(C)C. Product: [C:1]([C:3]1[CH:4]=[CH:5][C:6]([C:7]([NH:9][CH2:10][C:11]2[CH:12]=[CH:13][C:14]([O:15][CH2:16][C:17]([N:51]3[CH2:52][CH:48]4[O:47][C:46]([CH3:54])([CH3:45])[O:53][CH:49]4[CH2:50]3)=[O:19])=[CH:20][CH:21]=2)=[O:8])=[CH:22][CH:23]=1)#[N:2]. The catalyst class is: 31. (6) Reactant: [H-].[Na+].[Cl:3][C:4]1[CH:26]=[CH:25][C:7]([C:8]([C:10]2[CH:11]=[C:12]3[C:17](=[CH:18][CH:19]=2)[NH:16][C:15](=[O:20])[CH:14]=[C:13]3[C:21]([O:23][CH3:24])=[O:22])=[O:9])=[CH:6][CH:5]=1.I[CH3:28]. Product: [Cl:3][C:4]1[CH:5]=[CH:6][C:7]([C:8]([C:10]2[CH:11]=[C:12]3[C:17](=[CH:18][CH:19]=2)[N:16]([CH3:28])[C:15](=[O:20])[CH:14]=[C:13]3[C:21]([O:23][CH3:24])=[O:22])=[O:9])=[CH:25][CH:26]=1. The catalyst class is: 3.